Task: Predict the product of the given reaction.. Dataset: Forward reaction prediction with 1.9M reactions from USPTO patents (1976-2016) (1) Given the reactants [F:1][C:2]([F:26])([F:25])[O:3][C:4]1[CH:9]=[CH:8][C:7]([N:10]2[CH:14]=[N:13][C:12]([C:15]3[CH:20]=[CH:19][C:18]([CH2:21][CH2:22][CH2:23][NH2:24])=[CH:17][CH:16]=3)=[N:11]2)=[CH:6][CH:5]=1.[CH:27]([C:30]1[CH:35]=[CH:34][CH:33]=[CH:32][C:31]=1[N:36]=[C:37]=[S:38])([CH3:29])[CH3:28].C(N(CC)CC)C, predict the reaction product. The product is: [CH:27]([C:30]1[CH:35]=[CH:34][CH:33]=[CH:32][C:31]=1[NH:36][C:37]([NH:24][CH2:23][CH2:22][CH2:21][C:18]1[CH:19]=[CH:20][C:15]([C:12]2[N:13]=[CH:14][N:10]([C:7]3[CH:6]=[CH:5][C:4]([O:3][C:2]([F:1])([F:25])[F:26])=[CH:9][CH:8]=3)[N:11]=2)=[CH:16][CH:17]=1)=[S:38])([CH3:29])[CH3:28]. (2) Given the reactants [CH3:1][C:2]1[C:3]([N:8](COCCOC)[S:9]([C:12]2[S:13][C:14]([CH3:38])=[CH:15][C:16]=2[C:17]2[CH:22]=[CH:21][C:20]([CH2:23][N:24]3[C:32]4[CH:31]=[C:30]([CH2:33][CH3:34])[N:29]=[C:28]([CH3:35])[C:27]=4[C:26]([CH3:36])=[N:25]3)=[CH:19][C:18]=2[CH3:37])(=[O:11])=[O:10])=[N:4][O:5][C:6]=1[CH3:7].C(O)C.Cl.C(=O)(O)[O-].[Na+], predict the reaction product. The product is: [CH3:1][C:2]1[C:3]([NH:8][S:9]([C:12]2[S:13][C:14]([CH3:38])=[CH:15][C:16]=2[C:17]2[CH:22]=[CH:21][C:20]([CH2:23][N:24]3[C:32]4[CH:31]=[C:30]([CH2:33][CH3:34])[N:29]=[C:28]([CH3:35])[C:27]=4[C:26]([CH3:36])=[N:25]3)=[CH:19][C:18]=2[CH3:37])(=[O:10])=[O:11])=[N:4][O:5][C:6]=1[CH3:7]. (3) Given the reactants [C:1]([C:4]1[CH:5]=[C:6]([C:20]([O:22][CH3:23])=[O:21])[C:7]([C:10]2[CH:15]=[CH:14][C:13]([C:16]([F:19])([F:18])[F:17])=[CH:12][CH:11]=2)=[CH:8][CH:9]=1)(=O)[CH3:2].[CH3:24]C(C)([O-])C.[K+].O.Cl, predict the reaction product. The product is: [C:1]([C:4]1[CH:5]=[C:6]([C:20]([O:22][CH3:23])=[O:21])[C:7]([C:10]2[CH:15]=[CH:14][C:13]([C:16]([F:17])([F:19])[F:18])=[CH:12][CH:11]=2)=[CH:8][CH:9]=1)([CH3:2])=[CH2:24]. (4) The product is: [C:13]([O:12][C:10]([NH:9][CH2:8][C:5]1[CH:4]=[N:3][C:2]([CH2:24][CH:18]2[CH2:23][CH2:22][CH2:21][CH2:20][CH2:19]2)=[CH:7][CH:6]=1)=[O:11])([CH3:16])([CH3:15])[CH3:14]. Given the reactants Br[C:2]1[CH:7]=[CH:6][C:5]([CH2:8][NH:9][C:10]([O:12][C:13]([CH3:16])([CH3:15])[CH3:14])=[O:11])=[CH:4][N:3]=1.[Br-].[CH:18]1([CH2:24][Zn+])[CH2:23][CH2:22][CH2:21][CH2:20][CH2:19]1, predict the reaction product. (5) Given the reactants I[C:2]1[N:6]2[N:7]=[C:8]([NH:11][C@H:12]3[CH2:17][CH2:16][C@H:15]([OH:18])[CH2:14][CH2:13]3)[CH:9]=[CH:10][C:5]2=[N:4][CH:3]=1.[CH3:19][C:20]1[CH:25]=[CH:24][C:23](B(O)O)=[CH:22][CH:21]=1.C(=O)([O-])[O-].[Na+].[Na+].C1(P(C2C=CC=CC=2)C2C=CC=CC=2)C=CC=CC=1, predict the reaction product. The product is: [CH3:19][C:20]1[CH:25]=[CH:24][C:23]([C:2]2[N:6]3[N:7]=[C:8]([NH:11][C@H:12]4[CH2:17][CH2:16][C@H:15]([OH:18])[CH2:14][CH2:13]4)[CH:9]=[CH:10][C:5]3=[N:4][CH:3]=2)=[CH:22][CH:21]=1. (6) Given the reactants [NH2:1][C:2]1[C:3]([NH:8][C:9]2[CH:16]=[CH:15][C:12]([C:13]#[N:14])=[C:11]([F:17])[CH:10]=2)=[N:4][CH:5]=[CH:6][CH:7]=1.[CH:18]1([NH:21][C:22](=[O:28])[C:23](OCC)=O)[CH2:20][CH2:19]1.CC(C)([O-])C.[K+].C(P1(=O)OP(=O)(CCC)OP(=O)(CCC)O1)CC.C(=O)(O)[O-].[Na+], predict the reaction product. The product is: [C:13]([C:12]1[CH:15]=[CH:16][C:9]([N:8]2[C:3]3=[N:4][CH:5]=[CH:6][CH:7]=[C:2]3[N:1]=[C:23]2[C:22]([NH:21][CH:18]2[CH2:20][CH2:19]2)=[O:28])=[CH:10][C:11]=1[F:17])#[N:14]. (7) Given the reactants C(NC(C)C)(C)C.C([Li])CCC.[CH3:13][C:14]1[CH:19]=[C:18]([CH3:20])[CH:17]=[CH:16][N:15]=1.[F:21][C:22]1[CH:29]=[CH:28][C:25]([CH:26]=[O:27])=[CH:24][CH:23]=1.[Cl-].[NH4+], predict the reaction product. The product is: [F:21][C:22]1[CH:29]=[CH:28][C:25]([CH:26]([OH:27])[CH2:20][C:18]2[CH:17]=[CH:16][N:15]=[C:14]([CH3:13])[CH:19]=2)=[CH:24][CH:23]=1.